This data is from Forward reaction prediction with 1.9M reactions from USPTO patents (1976-2016). The task is: Predict the product of the given reaction. (1) Given the reactants C(O[C:4](=[O:17])/[CH:5]=[CH:6]/[C:7]1[CH:12]=[C:11]([O:13][CH3:14])[CH:10]=[C:9]([Br:15])[C:8]=1[OH:16])C.C([O-])([O-])=O.[K+].[K+].C(Br)[C:25]1[CH:30]=[CH:29][CH:28]=[CH:27][CH:26]=1, predict the reaction product. The product is: [CH2:14]([O:13][C:11]1[CH:12]=[C:7]2[C:8](=[C:9]([Br:15])[CH:10]=1)[O:16][C:4](=[O:17])[CH:5]=[CH:6]2)[C:25]1[CH:30]=[CH:29][CH:28]=[CH:27][CH:26]=1. (2) The product is: [Cl:1][C:2]1[CH:7]=[C:6]([Cl:8])[CH:5]=[CH:4][C:3]=1[C:9]([C:11]1[O:12][C:13]2[CH:20]=[C:19]([C:31]3[N:36]=[C:35]([C:37]([NH2:39])=[O:38])[CH:34]=[CH:33][CH:32]=3)[CH:18]=[CH:17][C:14]=2[C:15]=1[CH3:16])=[O:10]. Given the reactants [Cl:1][C:2]1[CH:7]=[C:6]([Cl:8])[CH:5]=[CH:4][C:3]=1[C:9]([C:11]1[O:12][C:13]2[CH:20]=[C:19](B3OC(C)(C)C(C)(C)O3)[CH:18]=[CH:17][C:14]=2[C:15]=1[CH3:16])=[O:10].Br[C:31]1[N:36]=[C:35]([C:37]([NH2:39])=[O:38])[CH:34]=[CH:33][CH:32]=1, predict the reaction product. (3) The product is: [CH:25]1[C:26]2[N:27]([CH2:29][CH2:30][O:1][C:2]3[CH:3]=[C:4]([S:8][C:9]([CH3:15])([CH3:14])[C:10]([O:12][CH3:13])=[O:11])[CH:5]=[CH:6][CH:7]=3)[C:28]3[C:20](=[CH:19][CH:18]=[CH:17][CH:16]=3)[C:21]=2[CH:22]=[CH:23][CH:24]=1. Given the reactants [OH:1][C:2]1[CH:3]=[C:4]([S:8][C:9]([CH3:15])([CH3:14])[C:10]([O:12][CH3:13])=[O:11])[CH:5]=[CH:6][CH:7]=1.[CH:16]1[C:28]2[N:27]([CH2:29][CH2:30]O)[C:26]3[C:21](=[CH:22][CH:23]=[CH:24][CH:25]=3)[C:20]=2[CH:19]=[CH:18][CH:17]=1.CC(OC(/N=N/C(OC(C)C)=O)=O)C.C1(P(C2C=CC=CC=2)C2C=CC=CC=2)C=CC=CC=1, predict the reaction product. (4) Given the reactants C(OC([N:8]1[CH2:36][CH2:35][C:11]2[C:12]3[C:17](OS(C4C=CC=CC=4)(=O)=O)=[N:16][C:15]([C:28]4[CH:33]=[CH:32][N:31]=[CH:30][CH:29]=4)=[N:14][C:13]=3[S:34][C:10]=2[CH2:9]1)=O)(C)(C)C.Cl.[CH2:38]([O:41][C:42](=[O:47])[NH:43][CH2:44][CH2:45][NH2:46])[CH:39]=[CH2:40].CCN(CC)CC.C(O)(C(F)(F)F)=O, predict the reaction product. The product is: [CH2:38]([O:41][C:42](=[O:47])[NH:43][CH2:44][CH2:45][NH:46][C:17]1[C:12]2[C:11]3[CH2:35][CH2:36][NH:8][CH2:9][C:10]=3[S:34][C:13]=2[N:14]=[C:15]([C:28]2[CH:29]=[CH:30][N:31]=[CH:32][CH:33]=2)[N:16]=1)[CH:39]=[CH2:40]. (5) Given the reactants [Cl:1][C:2]1[CH:3]=[C:4]([CH:19]=[CH:20][C:21]=1[C:22]([OH:24])=O)[C:5]([NH:7][CH2:8][C:9]1[NH:13][C:12]2[CH:14]=[CH:15][C:16]([Cl:18])=[CH:17][C:11]=2[N:10]=1)=[O:6].[CH3:25][CH:26]1[S:31][CH2:30][CH2:29][NH:28][CH2:27]1.CN(C(ON1N=NC2C=CC=CC1=2)=[N+](C)C)C.[B-](F)(F)(F)F.C(N(CC)CC)C, predict the reaction product. The product is: [Cl:1][C:2]1[CH:3]=[C:4]([CH:19]=[CH:20][C:21]=1[C:22]([N:28]1[CH2:29][CH2:30][S:31][CH:26]([CH3:25])[CH2:27]1)=[O:24])[C:5]([NH:7][CH2:8][C:9]1[NH:13][C:12]2[CH:14]=[CH:15][C:16]([Cl:18])=[CH:17][C:11]=2[N:10]=1)=[O:6]. (6) Given the reactants [H-].[Na+].COP([CH2:9][C:10]1[CH:11]=[C:12]([CH:17]=[CH:18][CH:19]=1)[C:13]([O:15][CH3:16])=[O:14])(OC)=O.[Cl:20][C:21]1[CH:26]=[CH:25][CH:24]=[C:23]([Cl:27])[C:22]=1[N:28]1[C:32]([C:33]2[CH:40]=[CH:39][C:36]([CH:37]=O)=[CH:35][C:34]=2[CH3:41])=[CH:31][C:30]([C:42]([OH:45])([CH3:44])[CH3:43])=[N:29]1, predict the reaction product. The product is: [Cl:20][C:21]1[CH:26]=[CH:25][CH:24]=[C:23]([Cl:27])[C:22]=1[N:28]1[C:32]([C:33]2[CH:40]=[CH:39][C:36](/[CH:37]=[CH:9]/[C:10]3[CH:11]=[C:12]([CH:17]=[CH:18][CH:19]=3)[C:13]([O:15][CH3:16])=[O:14])=[CH:35][C:34]=2[CH3:41])=[CH:31][C:30]([C:42]([OH:45])([CH3:43])[CH3:44])=[N:29]1.